Dataset: Full USPTO retrosynthesis dataset with 1.9M reactions from patents (1976-2016). Task: Predict the reactants needed to synthesize the given product. (1) Given the product [C:1]([C:5]1[N:10]=[CH:9][C:8]([C:11]2[N:12]([C:32]([N:34]3[CH2:39][CH2:38][CH:37]([CH2:40][C:41]([NH:53][CH2:52][C:51]4[CH:54]=[CH:55][C:48]([Cl:47])=[CH:49][CH:50]=4)=[O:42])[CH2:36][CH2:35]3)=[O:33])[C@@:13]([C:25]3[CH:26]=[CH:27][C:28]([Cl:31])=[CH:29][CH:30]=3)([CH3:24])[C@@:14]([C:17]3[CH:22]=[CH:21][C:20]([Cl:23])=[CH:19][CH:18]=3)([CH3:16])[N:15]=2)=[C:7]([O:44][CH2:45][CH3:46])[CH:6]=1)([CH3:4])([CH3:3])[CH3:2], predict the reactants needed to synthesize it. The reactants are: [C:1]([C:5]1[N:10]=[CH:9][C:8]([C:11]2[N:12]([C:32]([N:34]3[CH2:39][CH2:38][CH:37]([CH2:40][C:41](O)=[O:42])[CH2:36][CH2:35]3)=[O:33])[C@@:13]([C:25]3[CH:30]=[CH:29][C:28]([Cl:31])=[CH:27][CH:26]=3)([CH3:24])[C@@:14]([C:17]3[CH:22]=[CH:21][C:20]([Cl:23])=[CH:19][CH:18]=3)([CH3:16])[N:15]=2)=[C:7]([O:44][CH2:45][CH3:46])[CH:6]=1)([CH3:4])([CH3:3])[CH3:2].[Cl:47][C:48]1[CH:55]=[CH:54][C:51]([CH2:52][NH2:53])=[CH:50][CH:49]=1. (2) The reactants are: [Cl:1][C:2]1[N:7]=[C:6]2[O:8][C:9]([C:15]3[CH:20]=[CH:19][C:18]([F:21])=[CH:17][CH:16]=3)=[C:10]([C:11](=[O:14])[NH:12][CH3:13])[C:5]2=[CH:4][C:3]=1[C:22]1[CH:23]=[C:24]([C:27](O)=[O:28])[S:25][CH:26]=1.C(N(C(C)C)C(C)C)C.Cl.[C:40]12([NH2:45])[CH2:44][CH:42]([CH2:43]1)[CH2:41]2.CN(C(ON1N=NC2C=CC=NC1=2)=[N+](C)C)C.F[P-](F)(F)(F)(F)F. Given the product [C:40]12([NH:45][C:27]([C:24]3[S:25][CH:26]=[C:22]([C:3]4[CH:4]=[C:5]5[C:10]([C:11]([NH:12][CH3:13])=[O:14])=[C:9]([C:15]6[CH:16]=[CH:17][C:18]([F:21])=[CH:19][CH:20]=6)[O:8][C:6]5=[N:7][C:2]=4[Cl:1])[CH:23]=3)=[O:28])[CH2:44][CH:42]([CH2:43]1)[CH2:41]2, predict the reactants needed to synthesize it. (3) Given the product [Cl:1][CH2:2][CH2:3][CH2:4][Si:5]([CH2:24][CH2:23][CH2:22][CH2:21][CH2:20][CH2:19][CH2:18][CH2:17][CH2:16][CH2:15][CH2:14][CH2:13][CH2:12][CH2:11][CH2:10][CH3:9])([CH2:24][CH2:23][CH2:22][CH2:21][CH2:20][CH2:19][CH2:18][CH2:17][CH2:16][CH2:15][CH2:14][CH2:13][CH2:12][CH2:11][CH2:10][CH3:9])[CH2:9][CH2:10][CH2:11][CH2:12][CH2:13][CH2:14][CH2:15][CH2:16][CH2:17][CH2:18][CH2:19][CH2:20][CH2:21][CH2:22][CH2:23][CH3:24], predict the reactants needed to synthesize it. The reactants are: [Cl:1][CH2:2][CH2:3][CH2:4][Si:5](Cl)(Cl)Cl.[C:9](O)(=O)[CH2:10][CH2:11][CH2:12][CH2:13][CH2:14][CH2:15][CH2:16][CH2:17][CH2:18][CH2:19][CH2:20][CH2:21][CH2:22][CH2:23][CH3:24]. (4) Given the product [NH:12]([C:25]([O:27][C:28]([CH3:29])([CH3:31])[CH3:30])=[O:26])[C@H:13]([C:15]([NH:6][C@H:5]([C:4]([O:3][CH3:2])=[O:9])[CH2:7][SH:8])=[O:16])[CH3:14], predict the reactants needed to synthesize it. The reactants are: Cl.[CH3:2][O:3][C:4](=[O:9])[C@H:5]([CH2:7][SH:8])[NH2:6].[OH-].[Na+].[NH:12]([C:25]([O:27][C:28]([CH3:31])([CH3:30])[CH3:29])=[O:26])[C@H:13]([C:15](SCC1C=CC=CC=1)=[O:16])[CH3:14].C(P(CCCC)CCCC)CCC. (5) The reactants are: [Cl:1][C:2]1[CH:7]=[CH:6][CH:5]=[CH:4][C:3]=1[C:8]1[CH:19]=[C:18]2[C:14]([CH:15]=[C:16]([CH2:21][OH:22])[N:17]2[CH3:20])=[C:13]2[C:9]=1[C:10](=[O:24])[NH:11][C:12]2=[O:23].B(F)(F)F.[CH3:29][CH2:30][O:31]CC.O. Given the product [Cl:1][C:2]1[CH:7]=[CH:6][CH:5]=[CH:4][C:3]=1[C:8]1[CH:19]=[C:18]2[C:14]([CH:15]=[C:16]([CH2:21][O:22][CH2:29][CH2:30][OH:31])[N:17]2[CH3:20])=[C:13]2[C:9]=1[C:10](=[O:24])[NH:11][C:12]2=[O:23], predict the reactants needed to synthesize it.